From a dataset of Reaction yield outcomes from USPTO patents with 853,638 reactions. Predict the reaction yield, written as a fraction of the theoretical maximum amount of product (1.0 means a 100% yield; for example, 0.34 means a 34% yield). (1) The reactants are [CH3:1][C:2]([CH2:7][CH2:8][CH:9]=[C:10]([CH3:12])[CH3:11])=[CH:3][CH:4]([OH:6])[CH3:5].N1C=[CH:17][CH:16]=[CH:15][CH:14]=1.[OH2:19]. The catalyst is C(OC)(C)(C)C. The product is [C:14]([O:6][CH:4]([CH:3]=[C:2]([CH3:1])[CH2:7][CH2:8][CH:9]=[C:10]([CH3:11])[CH3:12])[CH3:5])(=[O:19])[CH2:15][CH2:16][CH3:17]. The yield is 0.760. (2) The reactants are F[C:2]1[C:7]([C:8]2[N:16]=[C:15]([CH3:17])[N:14]=[C:13]3[C:9]=2[N:10]=[CH:11][N:12]3[CH:18]2[CH2:23][CH2:22][CH2:21][CH2:20][O:19]2)=[CH:6][C:5]([CH2:24][O:25][CH2:26][C:27]2[CH:32]=[CH:31][C:30]([O:33][CH3:34])=[CH:29][CH:28]=2)=[CH:4][N:3]=1.[O:35]1[CH2:40][CH2:39][CH2:38][CH2:37][CH:36]1[N:41]1[C:49]2[CH:48]=[CH:47][CH:46]=[C:45]([NH2:50])[C:44]=2[CH:43]=[N:42]1.[Li+].C[Si]([N-][Si](C)(C)C)(C)C. The catalyst is C1COCC1. The product is [CH3:34][O:33][C:30]1[CH:31]=[CH:32][C:27]([CH2:26][O:25][CH2:24][C:5]2[CH:6]=[C:7]([C:8]3[N:16]=[C:15]([CH3:17])[N:14]=[C:13]4[C:9]=3[N:10]=[CH:11][N:12]4[CH:18]3[CH2:23][CH2:22][CH2:21][CH2:20][O:19]3)[C:2]([NH:50][C:45]3[C:44]4[CH:43]=[N:42][N:41]([CH:36]5[CH2:37][CH2:38][CH2:39][CH2:40][O:35]5)[C:49]=4[CH:48]=[CH:47][CH:46]=3)=[N:3][CH:4]=2)=[CH:28][CH:29]=1. The yield is 0.430. (3) The reactants are [Cl:1][C:2]1[C:7]([OH:8])=[C:6]([Cl:9])[CH:5]=[C:4]([CH3:10])[CH:3]=1.[O:11]1[CH2:15][CH2:14]OC1=O. The catalyst is N1C=CN=C1. The product is [Cl:1][C:2]1[CH:3]=[C:4]([CH3:10])[CH:5]=[C:6]([Cl:9])[C:7]=1[O:8][CH2:14][CH2:15][OH:11]. The yield is 0.750. (4) The reactants are [C:1]([C:5]1[CH:6]=[C:7]([NH2:20])[N:8]([CH2:10][CH2:11][O:12][Si:13]([C:16]([CH3:19])([CH3:18])[CH3:17])([CH3:15])[CH3:14])[N:9]=1)([CH3:4])([CH3:3])[CH3:2].N1C=CC=CC=1.Cl[C:28]([O:30][CH2:31][C:32]([Cl:35])([Cl:34])[Cl:33])=[O:29].C(OCC)(=O)C. The catalyst is C1COCC1.O. The product is [Cl:33][C:32]([Cl:35])([Cl:34])[CH2:31][O:30][C:28](=[O:29])[NH:20][C:7]1[N:8]([CH2:10][CH2:11][O:12][Si:13]([C:16]([CH3:19])([CH3:18])[CH3:17])([CH3:14])[CH3:15])[N:9]=[C:5]([C:1]([CH3:4])([CH3:2])[CH3:3])[CH:6]=1. The yield is 1.00. (5) The reactants are [N:1]([C:4]1[CH:9]=[CH:8][C:7]([B:10]2[O:14][C:13]([CH3:16])([CH3:15])[C:12]([CH3:18])([CH3:17])[O:11]2)=[CH:6][CH:5]=1)=[C:2]=[O:3].[CH3:19][NH2:20].C1COCC1. The catalyst is C1COCC1. The product is [CH3:19][NH:20][C:2]([NH:1][C:4]1[CH:9]=[CH:8][C:7]([B:10]2[O:14][C:13]([CH3:16])([CH3:15])[C:12]([CH3:18])([CH3:17])[O:11]2)=[CH:6][CH:5]=1)=[O:3]. The yield is 0.900.